This data is from Reaction yield outcomes from USPTO patents with 853,638 reactions. The task is: Predict the reaction yield, written as a fraction of the theoretical maximum amount of product (1.0 means a 100% yield; for example, 0.34 means a 34% yield). (1) The reactants are [C:1]([C:3]1[CH:4]=C(C=C(OC(F)(F)F)C=1)C(O)=O)#[N:2].[NH:17]=[C:18]([O:33]C)[C:19]1[CH:20]=[C:21]([CH:25]=[C:26]([O:28][C:29]([F:32])([F:31])[F:30])[CH:27]=1)[C:22]([OH:24])=[O:23].[C:35](Cl)(=O)[C:36](Cl)=O.[CH2:41]([N:43](CC)CC)C.Cl[CH2:49]Cl. The catalyst is CN(C)C=O. The product is [CH3:49][O:24][C:22]([C:21]1[CH:20]=[C:19]([C:18]2[O:33][N:43]=[C:41]([C:36]3[CH:35]=[CH:4][CH:3]=[CH:1][N:2]=3)[N:17]=2)[CH:27]=[C:26]([O:28][C:29]([F:30])([F:31])[F:32])[CH:25]=1)=[O:23]. The yield is 0.0150. (2) The reactants are [CH3:1][C:2]1[N:7]=[C:6]2[N:8]=[C:9]([C:11]3[CH:16]=[CH:15][CH:14]=[C:13]([N+:17]([O-:19])=[O:18])[CH:12]=3)[O:10][C:5]2=[CH:4][CH:3]=1.C1C(=O)N([Br:27])C(=O)C1.C(OOC(=O)C1C=CC=CC=1)(=O)C1C=CC=CC=1.[Br-]. The catalyst is C(Cl)(Cl)(Cl)Cl. The yield is 1.00. The product is [Br:27][CH2:1][C:2]1[N:7]=[C:6]2[N:8]=[C:9]([C:11]3[CH:16]=[CH:15][CH:14]=[C:13]([N+:17]([O-:19])=[O:18])[CH:12]=3)[O:10][C:5]2=[CH:4][CH:3]=1. (3) The reactants are [Br:1][C:2]1[CH:9]=[CH:8][C:5]([C:6]#[N:7])=[C:4]([O:10][C:11]2[CH:16]=[CH:15][CH:14]=[C:13]([CH:17]=O)[C:12]=2[O:19][CH3:20])[CH:3]=1.CN.[C:23]([BH3-])#[N:24].[Na+].[C:27]([OH:34])(=[O:33])/[CH:28]=[CH:29]/[C:30]([OH:32])=[O:31]. The catalyst is C(O)(=O)C.CO. The product is [C:27]([OH:34])(=[O:33])/[CH:28]=[CH:29]/[C:30]([OH:32])=[O:31].[Br:1][C:2]1[CH:9]=[CH:8][C:5]([C:6]#[N:7])=[C:4]([O:10][C:11]2[CH:16]=[CH:15][CH:14]=[C:13]([CH2:17][NH:24][CH3:23])[C:12]=2[O:19][CH3:20])[CH:3]=1. The yield is 0.710. (4) The reactants are [OH:1][CH2:2][C:3]([CH3:8])([CH3:7])[C:4]([OH:6])=[O:5].N1C=CN=C1.[Si:14](Cl)([C:17]([CH3:20])([CH3:19])[CH3:18])([CH3:16])[CH3:15]. The catalyst is CN(C)C=O.[OH-].[Na+].O. The product is [Si:14]([O:1][CH2:2][C:3]([CH3:8])([CH3:7])[C:4]([OH:6])=[O:5])([C:17]([CH3:20])([CH3:19])[CH3:18])([CH3:16])[CH3:15]. The yield is 0.820. (5) The reactants are Cl.[CH2:2]([O:9][C:10]1[CH:15]=[CH:14][C:13]([NH:16][C:17]2[C:26]3[C:21](=[CH:22][C:23]([F:34])=[C:24]([C:27]4[O:31][C:30]([CH:32]=O)=[CH:29][CH:28]=4)[CH:25]=3)[N:20]=[CH:19][N:18]=2)=[CH:12][CH:11]=1)[C:3]1[CH:8]=[CH:7][CH:6]=[CH:5][CH:4]=1.C(N(C(C)C)CC)(C)C.[CH3:44][S:45]([CH2:48][CH2:49][NH2:50])(=[O:47])=[O:46].C(O[BH-](OC(=O)C)OC(=O)C)(=O)C.[Na+]. The catalyst is ClCCCl.C(O)(=O)C. The product is [CH2:2]([O:9][C:10]1[CH:15]=[CH:14][C:13]([NH:16][C:17]2[C:26]3[C:21](=[CH:22][C:23]([F:34])=[C:24]([C:27]4[O:31][C:30]([CH2:32][NH:50][CH2:49][CH2:48][S:45]([CH3:44])(=[O:47])=[O:46])=[CH:29][CH:28]=4)[CH:25]=3)[N:20]=[CH:19][N:18]=2)=[CH:12][CH:11]=1)[C:3]1[CH:4]=[CH:5][CH:6]=[CH:7][CH:8]=1. The yield is 0.610.